From a dataset of Full USPTO retrosynthesis dataset with 1.9M reactions from patents (1976-2016). Predict the reactants needed to synthesize the given product. (1) Given the product [CH3:27][C:14]1[C@H:13]([C:11]([C:5]2[CH:4]=[C:3]([O:2][CH3:1])[CH:8]=[C:7]([O:9][CH3:10])[CH:6]=2)=[O:12])[C@:22]2([CH3:23])[C@@H:17]([CH2:16][CH:15]=1)[C:18]([CH3:24])([CH3:25])[CH2:19][CH2:20][CH2:21]2, predict the reactants needed to synthesize it. The reactants are: [CH3:1][O:2][C:3]1[CH:4]=[C:5]([C:11]([C@@H:13]2[C@:22]3([CH3:23])[C@H:17]([C:18]([CH3:25])([CH3:24])[CH2:19][CH2:20][CH2:21]3)[CH2:16][CH2:15][C@@:14]2([CH3:27])O)=[O:12])[CH:6]=[C:7]([O:9][CH3:10])[CH:8]=1.Cl[Sn](Cl)(Cl)Cl. (2) Given the product [C:43]([O:47][C:48](=[O:84])[NH:49][C:50]1[CH:55]=[C:54]([C:56]([F:58])([F:59])[F:57])[CH:53]=[C:52]([NH:60][C:61](=[O:83])[CH2:62][C:63](=[O:82])[NH:64][C@@H:8]([CH2:14][N:15]([C:25]([O:27][CH2:28][C:29]2[CH:30]=[CH:31][CH:32]=[CH:33][CH:34]=2)=[O:26])[CH2:16][C:17]2[CH:22]=[CH:21][C:20]([CH3:23])=[CH:19][C:18]=2[CH3:24])[C@@H:9]([OH:13])[CH2:10][CH2:11][CH3:12])[CH:51]=1)([CH3:46])([CH3:44])[CH3:45], predict the reactants needed to synthesize it. The reactants are: C(OC(=O)N[C@@H:8]([CH2:14][N:15]([C:25]([O:27][CH2:28][C:29]1[CH:34]=[CH:33][CH:32]=[CH:31][CH:30]=1)=[O:26])[CH2:16][C:17]1[CH:22]=[CH:21][C:20]([CH3:23])=[CH:19][C:18]=1[CH3:24])[C@@H:9]([OH:13])[CH2:10][CH2:11][CH3:12])(C)(C)C.C(O)(C(F)(F)F)=O.[C:43]([O:47][C:48](=[O:84])[NH:49][C:50]1[CH:55]=[C:54]([C:56]([F:59])([F:58])[F:57])[CH:53]=[C:52]([NH:60][C:61](=[O:83])[CH2:62][C:63](=[O:82])[NH:64][C@@H](CNCC2C=CC(C)=CC=2C)[C@@H](O)CCC)[CH:51]=1)([CH3:46])([CH3:45])[CH3:44].C(N(CC)C(C)C)(C)C.CN(C(ON1N=NC2C=CC=NC1=2)=[N+](C)C)C.F[P-](F)(F)(F)(F)F. (3) Given the product [Cl:1][C:2]1[N:10]=[CH:9][CH:8]=[CH:7][C:3]=1[C:4]([N:13]([CH2:14][CH3:15])[CH2:11][CH3:12])=[O:5], predict the reactants needed to synthesize it. The reactants are: [Cl:1][C:2]1[N:10]=[CH:9][CH:8]=[CH:7][C:3]=1[C:4](Cl)=[O:5].[CH2:11]([NH:13][CH2:14][CH3:15])[CH3:12]. (4) Given the product [C:14]([C:2]1[CH:11]=[CH:10][C:9]([O:12][CH3:13])=[CH:8][C:3]=1[C:4]([O:6][CH3:7])=[O:5])(=[O:16])[CH3:15], predict the reactants needed to synthesize it. The reactants are: Br[C:2]1[CH:11]=[CH:10][C:9]([O:12][CH3:13])=[CH:8][C:3]=1[C:4]([O:6][CH3:7])=[O:5].[CH:14]([O:16]CCCC)=[CH2:15].C1C=CC(P(C2C=CC=CC=2)C2C=CC=CC=2)=CC=1.CCN(CC)CC.